From a dataset of Full USPTO retrosynthesis dataset with 1.9M reactions from patents (1976-2016). Predict the reactants needed to synthesize the given product. (1) Given the product [CH:1]1([CH:4]([C:18]2[CH:22]=[CH:21][S:20][CH:19]=2)[NH:5][C:6]([C:8]2[CH:9]=[C:10]3[C:14](=[CH:15][CH:16]=2)[NH:13][N:12]=[C:11]3[C:31]2[CH:32]=[CH:33][C:34]([O:35][CH:36]3[CH2:37][CH2:38][N:39]([CH2:42][CH2:43][OH:44])[CH2:40][CH2:41]3)=[CH:45][CH:46]=2)=[O:7])[CH2:3][CH2:2]1, predict the reactants needed to synthesize it. The reactants are: [CH:1]1([CH:4]([C:18]2[CH:22]=[CH:21][S:20][CH:19]=2)[NH:5][C:6]([C:8]2[CH:9]=[C:10]3[C:14](=[CH:15][CH:16]=2)[NH:13][N:12]=[C:11]3I)=[O:7])[CH2:3][CH2:2]1.CC1(C)C(C)(C)OB([C:31]2[CH:46]=[CH:45][C:34]([O:35][CH:36]3[CH2:41][CH2:40][N:39]([CH2:42][CH2:43][OH:44])[CH2:38][CH2:37]3)=[CH:33][CH:32]=2)O1. (2) Given the product [F:1][C:2]([F:11])([F:12])[C:3]1[CH:10]=[CH:9][C:6]([C:7](=[O:8])[CH2:23][CH2:22][C:21](=[O:24])[CH3:20])=[CH:5][CH:4]=1, predict the reactants needed to synthesize it. The reactants are: [F:1][C:2]([F:12])([F:11])[C:3]1[CH:10]=[CH:9][C:6]([CH:7]=[O:8])=[CH:5][CH:4]=1.C(N(CC)CC)C.[CH3:20][C:21](=[O:24])[CH:22]=[CH2:23]. (3) Given the product [CH3:1][O:2][C:3](=[O:21])[CH2:4][CH:5]([C:8]1[CH:9]=[CH:10][C:11]([OH:14])=[CH:12][CH:13]=1)[CH:6]([O:7][CH3:39])[O:24][CH3:23], predict the reactants needed to synthesize it. The reactants are: [CH3:1][O:2][C:3](=[O:21])[CH2:4][CH:5]([C:8]1[CH:13]=[CH:12][C:11]([O:14]C2CCCCO2)=[CH:10][CH:9]=1)[CH:6]=[O:7].C12(CS(O)(=O)=O)C(C)(C)C(CC1)C[C:23]2=[O:24].[OH-].[Na+].[CH3:39]O. (4) Given the product [N:18]1([CH2:2][C:3]2[N:7]=[C:6]([CH2:8][CH2:9][C:10]([O-:12])=[O:11])[O:5][N:4]=2)[CH2:23][CH2:22][O:21][CH2:20][CH2:19]1.[Na+:25], predict the reactants needed to synthesize it. The reactants are: Cl[CH2:2][C:3]1[N:7]=[C:6]([CH2:8][CH2:9][C:10]([OH:12])=[O:11])[O:5][N:4]=1.CN(C)C=O.[NH:18]1[CH2:23][CH2:22][O:21][CH2:20][CH2:19]1.[OH-].[Na+:25]. (5) Given the product [CH:14]1([NH:17][C:6](=[O:7])[C:5]2[CH:9]=[CH:10][C:2]([CH3:1])=[C:3]([N+:11]([O-:13])=[O:12])[CH:4]=2)[CH2:16][CH2:15]1, predict the reactants needed to synthesize it. The reactants are: [CH3:1][C:2]1[CH:10]=[CH:9][C:5]([C:6](Cl)=[O:7])=[CH:4][C:3]=1[N+:11]([O-:13])=[O:12].[CH:14]1([NH2:17])[CH2:16][CH2:15]1.C(N(CC)CC)C. (6) Given the product [Br:1][C:2]1[CH:3]=[C:4]([CH:8]=[CH:9][N:10]=1)[C:5]([NH:59][C:57]1[S:56][C:46]2[C:47]([N:50]3[CH2:55][CH2:54][O:53][CH2:52][CH2:51]3)=[N:48][CH:49]=[C:44]([O:43][CH3:42])[C:45]=2[N:58]=1)=[O:7], predict the reactants needed to synthesize it. The reactants are: [Br:1][C:2]1[CH:3]=[C:4]([CH:8]=[CH:9][N:10]=1)[C:5]([OH:7])=O.CN(C(ON1N=NC2C=CC=NC1=2)=[N+](C)C)C.F[P-](F)(F)(F)(F)F.CN1CCOCC1.[CH3:42][O:43][C:44]1[C:45]2[N:58]=[C:57]([NH2:59])[S:56][C:46]=2[C:47]([N:50]2[CH2:55][CH2:54][O:53][CH2:52][CH2:51]2)=[N:48][CH:49]=1. (7) Given the product [F:1][C:2]1[CH:9]=[CH:8][C:5]([CH2:6][NH:7][CH2:10][C@:11]([CH3:13])([OH:12])[CH2:14][O:15][C:16]2[CH:21]=[CH:20][CH:19]=[C:18]([C:22]3[C:26]4[S:27][CH:28]=[CH:29][C:25]=4[O:24][N:23]=3)[CH:17]=2)=[CH:4][CH:3]=1, predict the reactants needed to synthesize it. The reactants are: [F:1][C:2]1[CH:9]=[CH:8][C:5]([CH2:6][NH2:7])=[CH:4][CH:3]=1.[CH3:10][C@@:11]1([CH2:14][O:15][C:16]2[CH:17]=[C:18]([C:22]3[C:26]4[S:27][CH:28]=[CH:29][C:25]=4[O:24][N:23]=3)[CH:19]=[CH:20][CH:21]=2)[CH2:13][O:12]1.ClC(Cl)C. (8) The reactants are: NC(N)=O.[CH:5]12[O:12][CH:9]([CH2:10][CH2:11]1)[CH2:8][N:7]([C:13]1[N:18]=[C:17]([C:19]3[CH:24]=[CH:23][C:22]([NH:25][C:26]([NH:28][CH2:29][CH3:30])=[O:27])=[CH:21][CH:20]=3)[N:16]=[C:15]3[N:31]([CH:34]4CCN(C(OCC)=O)CC4)[N:32]=[CH:33][C:14]=13)[CH2:6]2.[CH3:45][N:46]([CH3:54])[C:47]1[CH:52]=CC(N)=[CH:49][CH:48]=1.NC1C=CC=CC=1. Given the product [CH:9]12[O:12][CH:5]([CH2:11][CH2:10]1)[CH2:6][N:7]([C:13]1[N:18]=[C:17]([C:19]3[CH:20]=[CH:21][C:22]([NH:25][C:26]([NH:28][C:29]4[CH:30]=[CH:52][C:47]([N:46]([CH3:54])[CH3:45])=[CH:48][CH:49]=4)=[O:27])=[CH:23][CH:24]=3)[N:16]=[C:15]3[N:31]([CH3:34])[N:32]=[CH:33][C:14]=13)[CH2:8]2, predict the reactants needed to synthesize it. (9) Given the product [OH:17][CH2:16][CH2:15][CH2:14][CH2:13][CH2:12][CH2:11][O:1][C:2]1[CH:9]=[CH:8][C:5]([CH:6]=[O:7])=[CH:4][CH:3]=1, predict the reactants needed to synthesize it. The reactants are: [OH:1][C:2]1[CH:9]=[CH:8][C:5]([CH:6]=[O:7])=[CH:4][CH:3]=1.Cl[CH2:11][CH2:12][CH2:13][CH2:14][CH2:15][CH2:16][OH:17].C([O-])([O-])=O.[K+].[K+].O. (10) Given the product [Cl-:17].[F:15][C:11]1([F:16])[CH2:12][CH2:13][CH2:14][NH2+:8][CH2:9][CH2:10]1, predict the reactants needed to synthesize it. The reactants are: C(OC([N:8]1[CH2:14][CH2:13][CH2:12][C:11]([F:16])([F:15])[CH2:10][CH2:9]1)=O)(C)(C)C.[ClH:17].